Dataset: Forward reaction prediction with 1.9M reactions from USPTO patents (1976-2016). Task: Predict the product of the given reaction. (1) Given the reactants [CH2:1]([N:3]1[CH2:7][CH:6]([C:8]2[CH:13]=[CH:12][CH:11]=[CH:10][CH:9]=2)[C:5]2([CH2:18][CH2:17][CH2:16][N:15](C(OC(C)(C)C)=O)[CH2:14]2)[C:4]1=[O:26])[CH3:2].Cl.O1CCOCC1, predict the reaction product. The product is: [CH2:1]([N:3]1[CH2:7][CH:6]([C:8]2[CH:13]=[CH:12][CH:11]=[CH:10][CH:9]=2)[C:5]2([CH2:18][CH2:17][CH2:16][NH:15][CH2:14]2)[C:4]1=[O:26])[CH3:2]. (2) Given the reactants C(O[C:5]1[C:10]([CH:11]([C:14]2[CH:19]=[CH:18][CH:17]=[CH:16][CH:15]=2)[CH:12]=[CH2:13])=[CH:9][C:8]([Br:20])=[CH:7][C:6]=1[N+:21]([O-:23])=[O:22])C=C.[CH2:24]([NH2:28])[CH:25]([CH3:27])[CH3:26], predict the reaction product. The product is: [Br:20][C:8]1[CH:9]=[C:10]([CH:11]([C:14]2[CH:15]=[CH:16][CH:17]=[CH:18][CH:19]=2)[CH:12]=[CH2:13])[C:5]([NH:28][CH2:24][CH:25]([CH3:27])[CH3:26])=[C:6]([N+:21]([O-:23])=[O:22])[CH:7]=1. (3) Given the reactants [Cl:1][C:2]1[CH:7]=[CH:6][C:5]([S:8]([N:11]2[CH:16]3[CH2:17][CH2:18][CH2:19][CH:12]2[CH2:13][C:14](=[O:20])[CH2:15]3)(=[O:10])=[O:9])=[CH:4][CH:3]=1.C[Si](C)(C)[N-][Si](C)(C)C.[Li+].[CH2:31]1COC[CH2:32]1, predict the reaction product. The product is: [Cl:1][C:2]1[CH:3]=[CH:4][C:5]([S:8]([N:11]2[CH:16]3[CH2:17][CH2:18][CH2:19][CH:12]2[CH:13]([CH2:31][CH3:32])[C:14](=[O:20])[CH2:15]3)(=[O:9])=[O:10])=[CH:6][CH:7]=1. (4) Given the reactants [C:1]([O:5][C:6](=[O:17])[NH:7][C:8]1[C:13]([CH:14]=[O:15])=[C:12](Br)[CH:11]=[CH:10][N:9]=1)([CH3:4])([CH3:3])[CH3:2].[Cl:18][C:19]1[CH:24]=[CH:23][C:22](B(O)O)=[C:21]([F:28])[CH:20]=1.C(=O)([O-])[O-].[Cs+].[Cs+], predict the reaction product. The product is: [Cl:18][C:19]1[CH:24]=[CH:23][C:22]([C:12]2[CH:11]=[CH:10][N:9]=[C:8]([NH:7][C:6](=[O:17])[O:5][C:1]([CH3:4])([CH3:3])[CH3:2])[C:13]=2[CH:14]=[O:15])=[C:21]([F:28])[CH:20]=1. (5) Given the reactants [Br:1][C:2]1[CH:11]=[CH:10][C:5]2[CH:6](O)[CH2:7][O:8][C:4]=2[CH:3]=1.C1(P([N:26]=[N+:27]=[N-:28])(C2C=CC=CC=2)=O)C=CC=CC=1.C1CCN2C(=NCCC2)CC1, predict the reaction product. The product is: [N:26]([CH:6]1[C:5]2[CH:10]=[CH:11][C:2]([Br:1])=[CH:3][C:4]=2[O:8][CH2:7]1)=[N+:27]=[N-:28].